From a dataset of NCI-60 drug combinations with 297,098 pairs across 59 cell lines. Regression. Given two drug SMILES strings and cell line genomic features, predict the synergy score measuring deviation from expected non-interaction effect. Drug 1: C1=CN(C(=O)N=C1N)C2C(C(C(O2)CO)O)O.Cl. Drug 2: C1CC(=O)NC(=O)C1N2C(=O)C3=CC=CC=C3C2=O. Cell line: OVCAR-4. Synergy scores: CSS=0.523, Synergy_ZIP=-0.256, Synergy_Bliss=0.282, Synergy_Loewe=-1.74, Synergy_HSA=-1.16.